Dataset: Forward reaction prediction with 1.9M reactions from USPTO patents (1976-2016). Task: Predict the product of the given reaction. (1) Given the reactants C(OC(=O)[N:7]([C:9]1[CH:14]=[CH:13][C:12]([C:15]2[O:16][C:17]([C:20]3[CH:25]=[CH:24][CH:23]=[C:22](O)[CH:21]=3)=[N:18][N:19]=2)=[CH:11][CH:10]=1)[CH3:8])(C)(C)C.CC(OC(/N=N/C(OC(C)C)=O)=O)C.C1C=CC(P(C2C=CC=CC=2)C2C=CC=CC=2)=CC=1.[F:61][CH2:62][CH2:63][OH:64], predict the reaction product. The product is: [F:61][CH2:62][CH2:63][O:64][C:22]1[CH:21]=[C:20]([C:17]2[O:16][C:15]([C:12]3[CH:13]=[CH:14][C:9]([NH:7][CH3:8])=[CH:10][CH:11]=3)=[N:19][N:18]=2)[CH:25]=[CH:24][CH:23]=1. (2) Given the reactants [CH2:1]([N:8]([CH2:20][C:21]1[CH:26]=[CH:25][CH:24]=[CH:23][CH:22]=1)[C@@H:9]1[CH2:18][CH2:17][C:16]2[C:11](=[C:12](Br)[CH:13]=[CH:14][CH:15]=2)[CH2:10]1)[C:2]1[CH:7]=[CH:6][CH:5]=[CH:4][CH:3]=1.[B:27]1([B:27]2[O:31][C:30]([CH3:33])([CH3:32])[C:29]([CH3:35])([CH3:34])[O:28]2)[O:31][C:30]([CH3:33])([CH3:32])[C:29]([CH3:35])([CH3:34])[O:28]1, predict the reaction product. The product is: [CH2:1]([N:8]([CH2:20][C:21]1[CH:26]=[CH:25][CH:24]=[CH:23][CH:22]=1)[C@@H:9]1[CH2:18][CH2:17][C:16]2[C:11](=[C:12]([B:27]3[O:31][C:30]([CH3:33])([CH3:32])[C:29]([CH3:35])([CH3:34])[O:28]3)[CH:13]=[CH:14][CH:15]=2)[CH2:10]1)[C:2]1[CH:7]=[CH:6][CH:5]=[CH:4][CH:3]=1. (3) Given the reactants [C:1]([O:5][C:6]([N:8]1[C:16]2[C:11](=[CH:12][C:13]([N+:17]([O-])=O)=[CH:14][CH:15]=2)[CH:10]=[CH:9]1)=[O:7])([CH3:4])([CH3:3])[CH3:2], predict the reaction product. The product is: [C:1]([O:5][C:6]([N:8]1[C:16]2[C:11](=[CH:12][C:13]([NH2:17])=[CH:14][CH:15]=2)[CH2:10][CH2:9]1)=[O:7])([CH3:4])([CH3:2])[CH3:3]. (4) Given the reactants [CH3:1][C:2]1[CH:3]=[CH:4][C:5]([NH2:8])=[N:6][CH:7]=1.[Cl-].C[Al+]C.[CH3:13][O:14][C:15]1[CH:58]=[C:57]([O:59][CH3:60])[CH:56]=[CH:55][C:16]=1[CH2:17][N:18]([CH2:44][C:45]1[CH:50]=[CH:49][C:48]([O:51][CH3:52])=[CH:47][C:46]=1[O:53][CH3:54])[C:19]([C:21]1[N:22]=[CH:23][C:24]([O:27][C:28]2[C:29]3[C:33]([CH:34]=[C:35]([C:37](OCC)=[O:38])[CH:36]=2)=[N:32][N:31]([CH2:42][CH3:43])[CH:30]=3)=[N:25][CH:26]=1)=[O:20].[Cl-].[NH4+], predict the reaction product. The product is: [CH3:54][O:53][C:46]1[CH:47]=[C:48]([O:51][CH3:52])[CH:49]=[CH:50][C:45]=1[CH2:44][N:18]([CH2:17][C:16]1[CH:55]=[CH:56][C:57]([O:59][CH3:60])=[CH:58][C:15]=1[O:14][CH3:13])[C:19]([C:21]1[N:22]=[CH:23][C:24]([O:27][C:28]2[C:29]3[C:33]([CH:34]=[C:35]([C:37]([NH:8][C:5]4[CH:4]=[CH:3][C:2]([CH3:1])=[CH:7][N:6]=4)=[O:38])[CH:36]=2)=[N:32][N:31]([CH2:42][CH3:43])[CH:30]=3)=[N:25][CH:26]=1)=[O:20]. (5) Given the reactants [F:1][C:2]1[CH:38]=[CH:37][CH:36]=[C:35]([F:39])[C:3]=1[CH2:4][O:5][C:6]1[C:7]2[N:8]([C:13]([C:17]([NH:19][NH:20][C:21](=O)[CH2:22][C:23]([NH:26][C:27](=[O:33])[O:28][C:29]([CH3:32])([CH3:31])[CH3:30])([CH3:25])[CH3:24])=[O:18])=[C:14]([CH3:16])[N:15]=2)[CH:9]=[C:10]([CH3:12])[CH:11]=1, predict the reaction product. The product is: [C:29]([O:28][C:27](=[O:33])[NH:26][C:23]([CH3:25])([CH3:24])[CH2:22][C:21]1[O:18][C:17]([C:13]2[N:8]3[CH:9]=[C:10]([CH3:12])[CH:11]=[C:6]([O:5][CH2:4][C:3]4[C:2]([F:1])=[CH:38][CH:37]=[CH:36][C:35]=4[F:39])[C:7]3=[N:15][C:14]=2[CH3:16])=[N:19][N:20]=1)([CH3:30])([CH3:31])[CH3:32]. (6) Given the reactants [CH:1]1([O:6][C:7]2[C:8]([OH:18])=[C:9]([C:15](=[O:17])[CH3:16])[CH:10]=[CH:11][C:12]=2[O:13][CH3:14])[CH2:5][CH2:4][CH2:3][CH2:2]1.[H-].[Na+].[C:21](=O)(OCC)[O:22]CC.Cl.CC(C)([O-])C.[K+], predict the reaction product. The product is: [CH:1]1([O:6][C:7]2[C:12]([O:13][CH3:14])=[CH:11][CH:10]=[C:9]3[C:8]=2[O:18][C:21](=[O:22])[CH:16]=[C:15]3[OH:17])[CH2:2][CH2:3][CH2:4][CH2:5]1.